Task: Predict which catalyst facilitates the given reaction.. Dataset: Catalyst prediction with 721,799 reactions and 888 catalyst types from USPTO (1) Reactant: [F:1][C:2]([F:40])([F:39])[C:3]1[C:4]2[CH2:38][CH2:37][O:36][CH2:35][C:5]=2[N:6]([C:8]2[C:9](=[O:34])[NH:10][C:11](=[O:33])[N:12]([CH2:14][CH2:15][CH2:16][N:17]3[CH2:22][C@H:21]4[C@:19]([C:23]5[CH:28]=[CH:27][C:26]([C:29]([F:32])([F:31])[F:30])=[CH:25][CH:24]=5)([CH2:20]4)[CH2:18]3)[CH:13]=2)[N:7]=1.[ClH:41].CO. Product: [ClH:41].[ClH:41].[F:40][C:2]([F:1])([F:39])[C:3]1[C:4]2[CH2:38][CH2:37][O:36][CH2:35][C:5]=2[N:6]([C:8]2[C:9](=[O:34])[NH:10][C:11](=[O:33])[N:12]([CH2:14][CH2:15][CH2:16][N:17]3[CH2:22][C@H:21]4[C@:19]([C:23]5[CH:24]=[CH:25][C:26]([C:29]([F:32])([F:31])[F:30])=[CH:27][CH:28]=5)([CH2:20]4)[CH2:18]3)[CH:13]=2)[N:7]=1. The catalyst class is: 27. (2) Reactant: [CH3:1][O:2][C:3](=[O:11])[C:4]1[CH:9]=[CH:8][C:7]([NH2:10])=[CH:6][CH:5]=1.[Cl:12][C:13]1[CH:14]=[C:15]([CH:18]=[CH:19][C:20]=1[F:21])[CH:16]=O.[CH2:22]=[C:23]([CH3:25])[CH3:24].FC(F)(F)S([O-])(=O)=O.[Yb+3].FC(F)(F)S([O-])(=O)=O.FC(F)(F)S([O-])(=O)=O. Product: [CH3:1][O:2][C:3]([C:4]1[CH:5]=[C:6]2[C:7](=[CH:8][CH:9]=1)[NH:10][CH:16]([C:15]1[CH:18]=[CH:19][C:20]([F:21])=[C:13]([Cl:12])[CH:14]=1)[CH2:22][C:23]2([CH3:25])[CH3:24])=[O:11]. The catalyst class is: 115. (3) Reactant: [C:1]1([S:7]([N:10]([CH2:34][C:35]2[CH:40]=[CH:39][CH:38]=[CH:37][CH:36]=2)[C:11]2[CH:12]=[C:13]([O:25]C(=O)C3C=CC=CC=3)[CH:14]=[CH:15][C:16]=2[O:17][CH2:18][C:19]2[CH:24]=[CH:23][CH:22]=[CH:21][CH:20]=2)(=[O:9])=[O:8])[CH:6]=[CH:5][CH:4]=[CH:3][CH:2]=1.[OH-].[Na+].Cl. Product: [CH2:34]([N:10]([C:11]1[CH:12]=[C:13]([OH:25])[CH:14]=[CH:15][C:16]=1[O:17][CH2:18][C:19]1[CH:24]=[CH:23][CH:22]=[CH:21][CH:20]=1)[S:7]([C:1]1[CH:2]=[CH:3][CH:4]=[CH:5][CH:6]=1)(=[O:9])=[O:8])[C:35]1[CH:40]=[CH:39][CH:38]=[CH:37][CH:36]=1. The catalyst class is: 87.